The task is: Predict the reaction yield, written as a fraction of the theoretical maximum amount of product (1.0 means a 100% yield; for example, 0.34 means a 34% yield).. This data is from Reaction yield outcomes from USPTO patents with 853,638 reactions. The reactants are [C:1]([C:3]1[CH:4]=[C:5]([C:9]2[CH:10]=[CH:11][C:12]3[O:16][C:15]([C:17]4[CH:22]=[CH:21][C:20]([F:23])=[CH:19][CH:18]=4)=[C:14]([C:24]([NH:26][CH3:27])=[O:25])[C:13]=3[CH:28]=2)[CH:6]=[CH:7][CH:8]=1)#[N:2].N[C@H:30]([CH:33]([CH3:35])[CH3:34])[CH2:31][OH:32]. The catalyst is C1(Cl)C=CC=CC=1.[Cl-].[Zn+2].[Cl-]. The product is [F:23][C:20]1[CH:21]=[CH:22][C:17]([C:15]2[O:16][C:12]3[CH:11]=[CH:10][C:9]([C:5]4[CH:6]=[CH:7][CH:8]=[C:3]([C:1]5[O:32][CH2:31][C@@H:30]([CH:33]([CH3:35])[CH3:34])[N:2]=5)[CH:4]=4)=[CH:28][C:13]=3[C:14]=2[C:24]([NH:26][CH3:27])=[O:25])=[CH:18][CH:19]=1. The yield is 0.250.